This data is from Forward reaction prediction with 1.9M reactions from USPTO patents (1976-2016). The task is: Predict the product of the given reaction. (1) Given the reactants [CH:1]([C:4]1[CH:13]=[C:12]2[C:7]([C:8](=[O:20])[N:9]([NH:15][S:16]([CH3:19])(=[O:18])=[O:17])[C:10](=[O:14])[NH:11]2)=[CH:6][C:5]=1[C:21]1[N:22]([CH3:26])[N:23]=[CH:24][CH:25]=1)([CH3:3])[CH3:2].Cl[C:28]([O:30][CH2:31][CH:32]([CH3:34])[CH3:33])=[O:29], predict the reaction product. The product is: [CH2:31]([O:30][C:28]([N:11]1[C:12]2[C:7](=[CH:6][C:5]([C:21]3[N:22]([CH3:26])[N:23]=[CH:24][CH:25]=3)=[C:4]([CH:1]([CH3:3])[CH3:2])[CH:13]=2)[C:8](=[O:20])[N:9]([N:15]([C:28]([O:30][CH2:31][CH:32]([CH3:34])[CH3:33])=[O:29])[S:16]([CH3:19])(=[O:17])=[O:18])[C:10]1=[O:14])=[O:29])[CH:32]([CH3:34])[CH3:33]. (2) The product is: [CH2:1]([C:5]1[N:6]([CH2:14][C:15]2[CH:20]=[CH:19][C:18]([C:21]3[CH:26]=[CH:25][CH:24]=[CH:23][C:22]=3[C:27]3[NH:31][N:30]=[N:29][N:28]=3)=[CH:17][CH:16]=2)[C:7]([C:11]([O:13][CH2:40][CH2:39][CH2:38][CH2:37][C@H:36]([O:42][N+:43]([O-:45])=[O:44])[CH2:35][O:34][N+:32]([O-:46])=[O:33])=[O:12])=[C:8]([Cl:10])[N:9]=1)[CH2:2][CH2:3][CH3:4]. Given the reactants [CH2:1]([C:5]1[N:6]([CH2:14][C:15]2[CH:20]=[CH:19][C:18]([C:21]3[CH:26]=[CH:25][CH:24]=[CH:23][C:22]=3[C:27]3[NH:31][N:30]=[N:29][N:28]=3)=[CH:17][CH:16]=2)[C:7]([C:11]([OH:13])=[O:12])=[C:8]([Cl:10])[N:9]=1)[CH2:2][CH2:3][CH3:4].[N+:32]([O-:46])([O:34][CH2:35][C@@H:36]([O:42][N+:43]([O-:45])=[O:44])[CH2:37][CH2:38][CH2:39][CH2:40]O)=[O:33].Cl.C(N=C=NCCCN(C)C)C.ON1C2C=CC=CC=2N=N1.CN1CCOCC1, predict the reaction product. (3) Given the reactants [O:1]1[CH:5]=[CH:4][CH:3]=[C:2]1[C:6]1[CH:11]=[C:10](S(C)=O)[N:9]=[C:8]([NH2:15])[N:7]=1.[OH:16][CH2:17][CH2:18][C:19]1[CH:24]=[CH:23][CH:22]=[CH:21][N:20]=1.C1CCN2C(=NCCC2)CC1, predict the reaction product. The product is: [O:1]1[CH:5]=[CH:4][CH:3]=[C:2]1[C:6]1[CH:11]=[C:10]([O:16][CH2:17][CH2:18][C:19]2[CH:24]=[CH:23][CH:22]=[CH:21][N:20]=2)[N:9]=[C:8]([NH2:15])[N:7]=1. (4) Given the reactants [C:1]1([C:24]2[CH:29]=[CH:28][CH:27]=[CH:26][CH:25]=2)[CH:6]=[CH:5][C:4]([C@@:7]([C:17]([O:19][C:20](C)(C)C)=[O:18])([CH3:16])[NH:8]C(OC(C)(C)C)=O)=[CH:3][CH:2]=1, predict the reaction product. The product is: [C:1]1([C:24]2[CH:25]=[CH:26][CH:27]=[CH:28][CH:29]=2)[CH:6]=[CH:5][C:4]([C@@:7]([C:17]([O:19][CH3:20])=[O:18])([CH3:16])[NH2:8])=[CH:3][CH:2]=1. (5) Given the reactants O=[C:2]1[CH2:7][CH2:6][N:5]([C:8]2[CH:13]=[CH:12][C:11]([NH:14][S:15]([C:18]3[CH:23]=[CH:22][C:21]([NH:24][C:25](=[O:27])[CH3:26])=[CH:20][CH:19]=3)(=[O:17])=[O:16])=[CH:10][CH:9]=2)[CH2:4][CH2:3]1.[NH2:28][CH2:29][C@H:30]([OH:40])[CH2:31][O:32][C:33]1[CH:38]=[CH:37][C:36]([OH:39])=[CH:35][CH:34]=1, predict the reaction product. The product is: [OH:40][C@H:30]([CH2:31][O:32][C:33]1[CH:38]=[CH:37][C:36]([OH:39])=[CH:35][CH:34]=1)[CH2:29][NH:28][CH:2]1[CH2:3][CH2:4][N:5]([C:8]2[CH:9]=[CH:10][C:11]([NH:14][S:15]([C:18]3[CH:19]=[CH:20][C:21]([NH:24][C:25](=[O:27])[CH3:26])=[CH:22][CH:23]=3)(=[O:17])=[O:16])=[CH:12][CH:13]=2)[CH2:6][CH2:7]1. (6) The product is: [CH3:5][CH2:4][N:3]([CH2:6][CH2:7][O:8][C:9]([C:11]1[CH:16]=[CH:15][C:14]([NH2:17])=[CH:13][CH:12]=1)=[O:10])[CH2:2][CH3:1].[C:26](=[O:27])=[O:25].[OH2:36].[C:44]([O-:47])([OH:46])=[O:45].[Na+:39].[Na+:39].[Cl-:40]. Given the reactants [CH3:1][CH2:2][N:3]([CH2:6][CH2:7][O:8][C:9]([C:11]1[CH:12]=[CH:13][C:14]([NH2:17])=[CH:15][CH:16]=1)=[O:10])[CH2:4][CH3:5].CCN(CC[O:25][C:26](C1C=CC(N)=CC=1)=[O:27])CC.C(=O)(O)[OH:36].[Na+:39].[Cl-:40].C(=O)=O.[C:44](=[O:47])([OH:46])[O-:45], predict the reaction product. (7) The product is: [F:16][C:17]([F:36])([F:35])[S:18]([O:1][C:2]1[CH:7]=[CH:6][CH:5]=[CH:4][C:3]=1[C:8]1[CH:9]=[CH:10][C:11](=[O:15])[N:12]([CH3:14])[N:13]=1)(=[O:20])=[O:19]. Given the reactants [OH:1][C:2]1[CH:7]=[CH:6][CH:5]=[CH:4][C:3]=1[C:8]1[CH:9]=[CH:10][C:11](=[O:15])[N:12]([CH3:14])[N:13]=1.[F:16][C:17]([F:36])([F:35])[S:18](N(C1C=CC=CC=1)[S:18]([C:17]([F:36])([F:35])[F:16])(=[O:20])=[O:19])(=[O:20])=[O:19].C(N(CC)CC)C, predict the reaction product. (8) Given the reactants [CH3:1][O:2][C:3]1[C:4]([CH2:12][N:13]([CH3:15])[CH3:14])=[C:5]2[C:9](=[CH:10][CH:11]=1)[NH:8][CH:7]=[CH:6]2.CN(C=O)C.[F:21][C:22]([F:34])([F:33])[C:23]1[CH:28]=[CH:27][CH:26]=[CH:25][C:24]=1[S:29](Cl)(=[O:31])=[O:30], predict the reaction product. The product is: [CH3:1][O:2][C:3]1[C:4]([CH2:12][N:13]([CH3:14])[CH3:15])=[C:5]2[C:9](=[CH:10][CH:11]=1)[N:8]([S:29]([C:24]1[CH:25]=[CH:26][CH:27]=[CH:28][C:23]=1[C:22]([F:21])([F:33])[F:34])(=[O:31])=[O:30])[CH:7]=[CH:6]2. (9) The product is: [NH2:42][C:28]1[N:29]=[C:30]([C:32]2[CH:41]=[C:40]3[C:35]([CH2:36][CH2:37][N:38]([C:14]([NH:2][C@H:3]4[CH2:8][CH2:7][CH2:6][CH2:5][C@H:4]4[C:9]([O:11][CH2:12][CH3:13])=[O:10])=[O:15])[CH2:39]3)=[CH:34][CH:33]=2)[CH:31]=[C:26]([N:23]2[CH2:22][CH2:21][N:20]([CH3:19])[CH2:25][CH2:24]2)[N:27]=1. Given the reactants Cl.[NH2:2][C@H:3]1[CH2:8][CH2:7][CH2:6][CH2:5][C@H:4]1[C:9]([O:11][CH2:12][CH3:13])=[O:10].[C:14](Cl)(Cl)=[O:15].Cl.[CH3:19][N:20]1[CH2:25][CH2:24][N:23]([C:26]2[CH:31]=[C:30]([C:32]3[CH:41]=[C:40]4[C:35]([CH2:36][CH2:37][NH:38][CH2:39]4)=[CH:34][CH:33]=3)[N:29]=[C:28]([NH2:42])[N:27]=2)[CH2:22][CH2:21]1, predict the reaction product. (10) Given the reactants C1(C2C(CN3CCO[C@H](CC4C=CC([Cl:32])=C(Cl)C=4)C3)=CC(F)=C(C=2)C(OC(C)(C)C)=O)CC1.[CH:34]1([C:37]2[C:38]([CH2:51][N:52]3[CH2:57][CH2:56][O:55][C@H:54]([CH2:58][C:59]4[CH:64]=[CH:63][C:62]([F:65])=[CH:61][C:60]=4[Cl:66])[CH2:53]3)=[CH:39][C:40]([F:50])=[C:41]([CH:49]=2)[C:42]([O:44]C(C)(C)C)=[O:43])[CH2:36][CH2:35]1, predict the reaction product. The product is: [ClH:32].[Cl:66][C:60]1[CH:61]=[C:62]([F:65])[CH:63]=[CH:64][C:59]=1[CH2:58][C@@H:54]1[CH2:53][N:52]([CH2:51][C:38]2[C:37]([CH:34]3[CH2:36][CH2:35]3)=[CH:49][C:41]([C:42]([OH:44])=[O:43])=[C:40]([F:50])[CH:39]=2)[CH2:57][CH2:56][O:55]1.